From a dataset of Reaction yield outcomes from USPTO patents with 853,638 reactions. Predict the reaction yield, written as a fraction of the theoretical maximum amount of product (1.0 means a 100% yield; for example, 0.34 means a 34% yield). (1) The reactants are [CH:1]([N:4]1[CH:8]=[N:7][N:6]=[C:5]1[C:9]1[S:10][C:11]2[CH2:12][CH2:13][O:14][C:15]3[CH:22]=[C:21]([CH2:23][OH:24])[CH:20]=[CH:19][C:16]=3[C:17]=2[N:18]=1)([CH3:3])[CH3:2].CC(OI1(OC(C)=O)(OC(C)=O)OC(=O)C2C=CC=CC1=2)=O. The catalyst is C(Cl)Cl. The product is [CH:1]([N:4]1[CH:8]=[N:7][N:6]=[C:5]1[C:9]1[S:10][C:11]2[CH2:12][CH2:13][O:14][C:15]3[CH:22]=[C:21]([CH:23]=[O:24])[CH:20]=[CH:19][C:16]=3[C:17]=2[N:18]=1)([CH3:3])[CH3:2]. The yield is 0.980. (2) The reactants are [C:1]1(C2C=CC=CC=2)[CH:6]=[CH:5][C:4]([C:7]([N:9]2[CH2:13][C:12](=[N:14][O:15][CH3:16])[CH2:11][C@H:10]2[CH2:17][C:18]([OH:20])=O)=[O:8])=[CH:3][CH:2]=1.[CH:27]1[CH:28]=[CH:29][C:30]2N(O)N=N[C:31]=2[CH:32]=1.C(Cl)CCl.[NH3:41].O1CCOCC1. The catalyst is O1CCCC1.CN(C1C=CN=CC=1)C.C(OCC)(=O)C. The product is [C:1]1([C:27]2[CH:28]=[CH:29][CH:30]=[CH:31][CH:32]=2)[CH:2]=[CH:3][C:4]([C:7]([N:9]2[CH2:13][C:12](=[N:14][O:15][CH3:16])[CH2:11][C@H:10]2[CH2:17][C:18]([NH2:41])=[O:20])=[O:8])=[CH:5][CH:6]=1. The yield is 0.810. (3) The reactants are [CH2:1]([O:3][C:4]([NH:6][C:7]1[C:15]2[NH:14][CH:13]3[CH2:16][CH2:17][N:18]([C:20]([O:22][CH2:23][CH3:24])=[O:21])[CH2:19][CH:12]3[C:11]=2[CH:10]=[CH:9][CH:8]=1)=[O:5])[CH3:2].[H-].[Na+].[C:27](Cl)(=[O:29])[CH3:28]. The catalyst is CN(C=O)C.CN(C1C=CN=CC=1)C.O. The product is [O:29]=[C:27]1[N:14]2[CH:13]3[CH2:16][CH2:17][N:18]([C:20]([O:22][CH2:23][CH3:24])=[O:21])[CH2:19][CH:12]3[C:11]3[C:15]2=[C:7]([CH:8]=[CH:9][CH:10]=3)[N:6]([C:4]([O:3][CH2:1][CH3:2])=[O:5])[CH2:28]1. The yield is 0.570. (4) The reactants are [CH2:1]([NH:3][CH2:4][CH2:5][OH:6])[CH3:2].[OH-].[Na+].Br[CH2:10][CH2:11][CH2:12][Cl:13]. The catalyst is CC(C)=O. The product is [Cl:13][CH2:12][CH2:11][CH2:10][N:3]([CH2:1][CH3:2])[CH2:4][CH2:5][OH:6]. The yield is 0.390. (5) The product is [C:1]([Si:5]([O:8][CH2:9][C@@H:10]1[C@H:17]2[O:16][C:15]([CH3:19])([CH3:18])[O:14][C@H:13]2[C@@H:12]2[O:28][C@H:11]12)([CH3:7])[CH3:6])([CH3:4])([CH3:2])[CH3:3]. The catalyst is ClCCl. The reactants are [C:1]([Si:5]([O:8][CH2:9][C@@H:10]1[C@@H:17]2[C@@H:13]([O:14][C:15]([CH3:19])([CH3:18])[O:16]2)[CH:12]=[CH:11]1)([CH3:7])[CH3:6])([CH3:4])([CH3:3])[CH3:2].C1C=C(Cl)C=C(C(OO)=[O:28])C=1. The yield is 0.660. (6) The reactants are Cl[CH2:2][CH2:3][NH:4][C:5]([NH:7][C:8]1[N:9]=[N:10][C:11]([N:14]2[CH2:19][CH2:18][N:17]([C:20](=[O:31])[C:21]3[CH:26]=[CH:25][CH:24]=[CH:23][C:22]=3[C:27]([F:30])([F:29])[F:28])[CH2:16][CH2:15]2)=[CH:12][CH:13]=1)=[O:6].[OH-].[K+]. The product is [F:28][C:27]([F:30])([F:29])[C:22]1[CH:23]=[CH:24][CH:25]=[CH:26][C:21]=1[C:20]([N:17]1[CH2:18][CH2:19][N:14]([C:11]2[N:10]=[N:9][C:8]([N:7]3[CH2:2][CH2:3][NH:4][C:5]3=[O:6])=[CH:13][CH:12]=2)[CH2:15][CH2:16]1)=[O:31]. The yield is 0.710. The catalyst is C(O)CCC. (7) The reactants are [F:1][C:2]1[CH:7]=[C:6]([CH3:8])[C:5]([N+:9]([O-:11])=[O:10])=[CH:4][C:3]=1[N+:12]([O-:14])=[O:13].CO[CH:17]([N:20]([CH3:22])[CH3:21])OC.CN(C=O)C. The catalyst is O. The product is [F:1][C:2]1[C:3]([N+:12]([O-:14])=[O:13])=[CH:4][C:5]([N+:9]([O-:11])=[O:10])=[C:6]([CH:8]=[CH:17][N:20]([CH3:22])[CH3:21])[CH:7]=1. The yield is 0.630. (8) The catalyst is C1(C)C=CC=CC=1. The yield is 1.00. The product is [CH:11]([N:14]1[C:18]([C:19]([F:21])([F:20])[F:22])=[C:17]([CH2:23][OH:24])[CH:16]=[N:15]1)([CH3:13])[CH3:12]. The reactants are [H-].C([Al+]CC(C)C)C(C)C.[CH:11]([N:14]1[C:18]([C:19]([F:22])([F:21])[F:20])=[C:17]([C:23](OCC)=[O:24])[CH:16]=[N:15]1)([CH3:13])[CH3:12].Cl. (9) The reactants are [CH2:1]([C:6]1[CH:11]=[CH:10][C:9]([CH2:12][CH2:13][N:14]2[C:18]([CH3:19])=[CH:17][CH:16]=[C:15]2[C:20]2[CH:25]=[CH:24][C:23]([OH:26])=[CH:22][CH:21]=2)=[CH:8][CH:7]=1)[CH2:2][CH2:3][CH2:4][CH3:5].O[C@@H:28]([CH2:34][C:35]1[CH:40]=[CH:39][CH:38]=[CH:37][CH:36]=1)[C:29]([O:31][CH2:32][CH3:33])=[O:30].N(C(N1CCCCC1)=O)=NC(N1CCCCC1)=O.C1(P(C2C=CC=CC=2)C2C=CC=CC=2)C=CC=CC=1. The catalyst is C1(C)C=CC=CC=1.O. The product is [CH2:1]([C:6]1[CH:11]=[CH:10][C:9]([CH2:12][CH2:13][N:14]2[C:18]([CH3:19])=[CH:17][CH:16]=[C:15]2[C:20]2[CH:25]=[CH:24][C:23]([O:26][C@H:28]([CH2:34][C:35]3[CH:36]=[CH:37][CH:38]=[CH:39][CH:40]=3)[C:29]([O:31][CH2:32][CH3:33])=[O:30])=[CH:22][CH:21]=2)=[CH:8][CH:7]=1)[CH2:2][CH2:3][CH2:4][CH3:5]. The yield is 0.230.